From a dataset of Forward reaction prediction with 1.9M reactions from USPTO patents (1976-2016). Predict the product of the given reaction. Given the reactants [OH:1][C:2]1[C:3]([CH3:19])=[C:4]2[C:12](=[C:13]([CH3:16])[C:14]=1[CH3:15])[O:11][C:7]1([CH2:10][CH2:9][CH2:8]1)[CH:6]([CH3:17])[C:5]2=[O:18].ClC=C1C2(CCC2)OC2C(=C(C)C(O)=C(C)C=2C)C1=O.[BH4-].[Na+], predict the reaction product. The product is: [CH3:17][CH:6]1[C:7]2([CH2:10][CH2:9][CH2:8]2)[O:11][C:12]2[C:4](=[C:3]([CH3:19])[C:2]([OH:1])=[C:14]([CH3:15])[C:13]=2[CH3:16])[CH:5]1[OH:18].